Dataset: Catalyst prediction with 721,799 reactions and 888 catalyst types from USPTO. Task: Predict which catalyst facilitates the given reaction. Reactant: F[C:2]1[CH:3]=[CH:4][C:5]([N+:14]([O-:16])=[O:15])=[C:6]([N:8]2[CH2:13][CH2:12][CH2:11][CH2:10][CH2:9]2)[CH:7]=1.[NH:17]1[CH:21]=[CH:20][CH:19]=[N:18]1.[OH-].[Na+]. Product: [N+:14]([C:5]1[CH:4]=[CH:3][C:2]([N:17]2[CH:21]=[CH:20][CH:19]=[N:18]2)=[CH:7][C:6]=1[N:8]1[CH2:13][CH2:12][CH2:11][CH2:10][CH2:9]1)([O-:16])=[O:15]. The catalyst class is: 16.